This data is from Full USPTO retrosynthesis dataset with 1.9M reactions from patents (1976-2016). The task is: Predict the reactants needed to synthesize the given product. (1) The reactants are: [CH:1]1([NH:8][C:9]([NH2:11])=[S:10])[CH2:7][CH2:6][CH2:5][CH2:4][CH2:3][CH2:2]1.Br[C@@H:13]([CH3:17])[C:14](O)=[O:15]. Given the product [CH:1]1([NH:8][C:9]2[S:10][C@@H:13]([CH3:17])[C:14](=[O:15])[N:11]=2)[CH2:7][CH2:6][CH2:5][CH2:4][CH2:3][CH2:2]1, predict the reactants needed to synthesize it. (2) Given the product [Br:13][C:14]1[C:19]([I:21])=[C:18]([Cl:20])[CH:17]=[CH:16][N:15]=1, predict the reactants needed to synthesize it. The reactants are: C(NC(C)C)(C)C.[Li]CCCC.[Br:13][C:14]1[CH:19]=[C:18]([Cl:20])[CH:17]=[CH:16][N:15]=1.[I:21]I. (3) Given the product [CH:18]1[CH:17]=[CH:16][C:5]2[N:6]([C:13]([NH2:15])=[O:14])[C:7]3[CH:12]=[CH:11][CH:10]=[CH:9][C:8]=3[C:2](=[O:1])[CH2:3][C:4]=2[CH:19]=1, predict the reactants needed to synthesize it. The reactants are: [OH:1][CH:2]1[C:8]2[CH:9]=[CH:10][CH:11]=[CH:12][C:7]=2[N:6]([C:13]([NH2:15])=[O:14])[C:5]2[CH:16]=[CH:17][CH:18]=[CH:19][C:4]=2[CH2:3]1.CC1(C)N([O])C(C)(C)CCC1.Cl[O-].[Na+].CN(C)C=O. (4) Given the product [N:4]1([C:7]([O:9][CH:10]([C:11]([F:13])([F:12])[F:14])[C:15]([F:16])([F:17])[F:18])=[O:8])[CH2:5][CH2:6][NH:1][CH2:2][CH2:3]1, predict the reactants needed to synthesize it. The reactants are: [N:1]1(C(OC(C)(C)C)=O)[CH2:6][CH2:5][N:4]([C:7]([O:9][CH:10]([C:15]([F:18])([F:17])[F:16])[C:11]([F:14])([F:13])[F:12])=[O:8])[CH2:3][CH2:2]1.FC(F)(F)C(O)=O. (5) Given the product [NH2:1][C:4]1[CH:5]=[CH:6][C:7]([N:10]2[CH2:16][CH2:15][CH2:14][CH:13]([N:17]3[CH2:21][CH2:20][C@@H:19]([NH:22][C:23](=[O:38])[CH2:24][NH:25][C:26](=[O:37])[C:27]4[CH:32]=[CH:31][CH:30]=[C:29]([C:33]([F:35])([F:36])[F:34])[CH:28]=4)[CH2:18]3)[CH2:12][CH2:11]2)=[CH:8][CH:9]=1, predict the reactants needed to synthesize it. The reactants are: [N+:1]([C:4]1[CH:9]=[CH:8][C:7]([N:10]2[CH2:16][CH2:15][CH2:14][CH:13]([N:17]3[CH2:21][CH2:20][C@@H:19]([NH:22][C:23](=[O:38])[CH2:24][NH:25][C:26](=[O:37])[C:27]4[CH:32]=[CH:31][CH:30]=[C:29]([C:33]([F:36])([F:35])[F:34])[CH:28]=4)[CH2:18]3)[CH2:12][CH2:11]2)=[CH:6][CH:5]=1)([O-])=O.[H][H]. (6) Given the product [OH:33][C:35]12[C:53]3[C:48](=[CH:49][CH:50]=[CH:51][CH:52]=3)[C:47](=[O:54])[C:56]1([NH:57][C:59]([C:6]1[CH:7]=[CH:8][C:9](=[O:11])[O:10][CH:5]=1)=[O:60])[C:37]1[CH:38]=[CH:39][C:40]([CH:44]([CH3:45])[CH3:46])=[CH:41][C:42]=1[O:43]2, predict the reactants needed to synthesize it. The reactants are: C1[C:6](/[CH:7]=[CH:8]/[C:9]([OH:11])=[O:10])=[CH:5]C=C(O)C=1.CCN=C=NCCCN(C)C.C1C=CC2N([OH:33])N=NC=2C=1.N[C:35]12[C:53]3[C:48](=[CH:49][CH:50]=[CH:51][CH:52]=3)[C:47](=[O:54])C1(O)[C:37]1[C:42]([O:43]2)=[CH:41][C:40]([CH:44]([CH3:46])[CH3:45])=[CH:39][CH:38]=1.[CH3:56][N:57]([CH:59]=[O:60])C.